From a dataset of Reaction yield outcomes from USPTO patents with 853,638 reactions. Predict the reaction yield, written as a fraction of the theoretical maximum amount of product (1.0 means a 100% yield; for example, 0.34 means a 34% yield). (1) The reactants are [Cl-].[Al+3].[Cl-].[Cl-].C[O:6][C:7]1[CH:23]=[CH:22][C:10]2[CH2:11][CH:12]([CH2:17][C:18]([O:20][CH3:21])=[O:19])[C:13](=[O:16])[NH:14][CH2:15][C:9]=2[CH:8]=1.C(S)C. The catalyst is C(Cl)Cl. The product is [OH:6][C:7]1[CH:23]=[CH:22][C:10]2[CH2:11][CH:12]([CH2:17][C:18]([O:20][CH3:21])=[O:19])[C:13](=[O:16])[NH:14][CH2:15][C:9]=2[CH:8]=1. The yield is 0.910. (2) The reactants are [Cl:1][C:2]1[CH:10]=[C:9]2[C:5]([CH:6]=[CH:7][N:8]2[C:11]2[CH:16]=[CH:15][C:14]([N+:17]([O-:19])=[O:18])=[CH:13][C:12]=2[Cl:20])=[CH:4][CH:3]=1.[C:21](OC(=O)C)(=[O:23])[CH3:22].[O-]S(C(F)(F)F)(=O)=O.[Yb+3].[O-]S(C(F)(F)F)(=O)=O.[O-]S(C(F)(F)F)(=O)=O.[Cl-].[NH4+]. The catalyst is [N+](C)([O-])=O.C(Cl)Cl. The product is [Cl:1][C:2]1[CH:10]=[C:9]2[C:5]([C:6]([C:21](=[O:23])[CH3:22])=[CH:7][N:8]2[C:11]2[CH:16]=[CH:15][C:14]([N+:17]([O-:19])=[O:18])=[CH:13][C:12]=2[Cl:20])=[CH:4][CH:3]=1. The yield is 0.960. (3) The reactants are [O:1]=[C:2]1[N:6]([C:7]2[CH:8]=[CH:9][C:10]3[S:15][CH2:14][C:13](=[O:16])[NH:12][C:11]=3[CH:17]=2)[CH2:5][C@@H:4]([CH2:18][CH2:19][CH2:20][NH:21][C@H:22]2[C:32]3[C:33]4[N:24]([C:25](=[O:34])[CH:26]=[N:27][C:28]=4[CH:29]=[CH:30][CH:31]=3)[CH2:23]2)[O:3]1.[BH4-].[Na+]. The catalyst is CO.ClCCCl. The product is [O:1]=[C:2]1[N:6]([C:7]2[CH:8]=[CH:9][C:10]3[S:15][CH2:14][C:13](=[O:16])[NH:12][C:11]=3[CH:17]=2)[CH2:5][C@@H:4]([CH2:18][CH2:19][CH2:20][NH:21][C@H:22]2[C:32]3[C:33]4[N:24]([C:25](=[O:34])[CH2:26][NH:27][C:28]=4[CH:29]=[CH:30][CH:31]=3)[CH2:23]2)[O:3]1. The yield is 0.780. (4) The reactants are [Cl:1][C:2]1[CH:10]=[CH:9][C:8]2[N:7]([CH2:11][C:12](OCC)=[O:13])[C:6]3[CH2:17][CH2:18][N:19]([C:22]([O:24][C:25]([CH3:28])([CH3:27])[CH3:26])=[O:23])[CH2:20][CH2:21][C:5]=3[C:4]=2[C:3]=1[Cl:29].[Li+].[BH4-].[OH-].[Na+].CCOC(C)=O. The catalyst is C1COCC1.O. The product is [Cl:1][C:2]1[CH:10]=[CH:9][C:8]2[N:7]([CH2:11][CH2:12][OH:13])[C:6]3[CH2:17][CH2:18][N:19]([C:22]([O:24][C:25]([CH3:27])([CH3:26])[CH3:28])=[O:23])[CH2:20][CH2:21][C:5]=3[C:4]=2[C:3]=1[Cl:29]. The yield is 0.210. (5) The reactants are [CH3:1][C:2]1[O:6][C:5]([C:7]2[CH:13]=[CH:12][C:10]([NH2:11])=[CH:9][CH:8]=2)=[N:4][N:3]=1.[Cl:14]N1C(=O)CCC1=O. The catalyst is CN(C=O)C. The product is [Cl:14][C:12]1[CH:13]=[C:7]([C:5]2[O:6][C:2]([CH3:1])=[N:3][N:4]=2)[CH:8]=[CH:9][C:10]=1[NH2:11]. The yield is 0.490. (6) The reactants are [CH3:1][N:2]1[C:7]([C:8]([F:11])([F:10])[F:9])=[CH:6][C:5](=[O:12])[N:4]([C:13]2[CH:14]=[CH:15][C:16]3[S:20][N:19]=[C:18]([CH:21]=[O:22])[C:17]=3[CH:23]=2)[C:3]1=[O:24].[CH3:25][C:26](O)([CH2:28][C:29]([CH3:32])(O)[CH3:30])[CH3:27].C1(C)C=CC(S(O)(=O)=O)=CC=1.C1(C)C=CC=CC=1. The catalyst is C(OCC)C.C(OCC)(=O)C.O. The product is [CH3:25][C:26]1[CH2:27][CH:21]([C:18]2[C:17]3[CH:23]=[C:13]([N:4]4[C:5](=[O:12])[CH:6]=[C:7]([C:8]([F:9])([F:10])[F:11])[N:2]([CH3:1])[C:3]4=[O:24])[CH:14]=[CH:15][C:16]=3[S:20][N:19]=2)[O:22][C:29]([CH3:32])([CH3:30])[CH:28]=1. The yield is 0.314. (7) The reactants are [Br:1][C:2]1[CH:9]=[CH:8][C:5]([CH2:6][OH:7])=[CH:4][CH:3]=1.CCN(CC)CC.[CH3:17][S:18](Cl)(=[O:20])=[O:19]. The catalyst is C(Cl)Cl. The product is [Br:1][C:2]1[CH:9]=[CH:8][C:5]([CH2:6][O:7][S:18]([CH3:17])(=[O:20])=[O:19])=[CH:4][CH:3]=1. The yield is 0.940.